From a dataset of Full USPTO retrosynthesis dataset with 1.9M reactions from patents (1976-2016). Predict the reactants needed to synthesize the given product. (1) Given the product [NH2:13][C:4]1[C:5]([CH3:12])=[C:6]([CH:11]=[C:2]([Br:1])[CH:3]=1)[C:7]([O:9][CH3:10])=[O:8], predict the reactants needed to synthesize it. The reactants are: [Br:1][C:2]1[CH:3]=[C:4]([N+:13]([O-])=O)[C:5]([CH3:12])=[C:6]([CH:11]=1)[C:7]([O:9][CH3:10])=[O:8].[NH4+].[Cl-]. (2) Given the product [CH3:1][O:2][C:3]1[CH:4]=[C:5]([C:11]([CH3:19])([CH3:18])[C:12](=[O:17])[CH2:13][N+:14]([O-:16])=[O:15])[CH:6]=[CH:7][C:8]=1[O:9][CH3:10], predict the reactants needed to synthesize it. The reactants are: [CH3:1][O:2][C:3]1[CH:4]=[C:5]([C:11]([CH3:19])([CH3:18])[CH:12]([OH:17])[CH2:13][N+:14]([O-:16])=[O:15])[CH:6]=[CH:7][C:8]=1[O:9][CH3:10].C1C=C[NH+]=CC=1.[O-][Cr](Cl)(=O)=O. (3) Given the product [CH2:60]([C:59]1[N:58]([C:64]2[CH:65]=[CH:66][C:67]([CH2:70][CH2:71][OH:72])=[CH:68][CH:69]=2)[N:57]=[C:56]([C:73]([O:75][CH2:76][CH3:77])=[O:74])[C:55]=1[C:52]1[CH:53]=[CH:54][C:49]([C:47]([OH:48])=[O:46])=[CH:50][C:51]=1[C:78]([N:80]1[CH2:89][CH2:88][C:87]2[C:82](=[CH:83][CH:84]=[CH:85][CH:86]=2)[CH2:81]1)=[O:79])[CH2:61][CH2:62][CH3:63], predict the reactants needed to synthesize it. The reactants are: C(C1N(C2C=CC=CC=2)N=C(C(OCC)=O)C=1C1C=CC(C(O)=O)=CC=1C(N1CCC2C(=CC=CC=2)C1)=O)CCC.C([O:46][C:47]([C:49]1[CH:54]=[CH:53][C:52]([C:55]2[C:56]([C:73]([O:75][CH2:76][CH3:77])=[O:74])=[N:57][N:58]([C:64]3[CH:69]=[CH:68][C:67]([CH2:70][CH2:71][OH:72])=[CH:66][CH:65]=3)[C:59]=2[CH2:60][CH2:61][CH2:62][CH3:63])=[C:51]([C:78]([N:80]2[CH2:89][CH2:88][C:87]3[C:82](=[CH:83][CH:84]=[CH:85][CH:86]=3)[CH2:81]2)=[O:79])[CH:50]=1)=[O:48])(C)(C)C. (4) Given the product [Cl:1][C:2]1[CH:3]=[C:4]([CH:42]=[CH:43][CH:44]=1)[CH2:5][N:6]1[C:14]2[CH:13]=[CH:12][C:11]3[N:10]([C:17]([CH3:45])=[N:16][N:15]=3)[C:9]=2[CH:8]=[C:7]1[C:31]1[NH:35][N:34]=[CH:33][CH:32]=1, predict the reactants needed to synthesize it. The reactants are: [Cl:1][C:2]1[CH:3]=[C:4]([CH:42]=[CH:43][CH:44]=1)[CH2:5][N:6]1[C:14]2[C:9](=[N:10][C:11]([N:15](C(OC(C)(C)C)=O)[NH:16][C:17](OC(C)(C)C)=O)=[CH:12][CH:13]=2)[CH:8]=[C:7]1[C:31]1[N:35](C2CCCCO2)[N:34]=[CH:33][CH:32]=1.[CH3:45]C(O)=O. (5) Given the product [N+:1]([C:4]1[CH:5]=[CH:6][C:7]([N:10]([CH2:11][CH2:12][N:13]2[CH:17]=[CH:16][CH:15]=[N:14]2)[C:18](=[O:19])[O:20][C:21]([CH3:24])([CH3:23])[CH3:22])=[N:8][CH:9]=1)([O-:3])=[O:2], predict the reactants needed to synthesize it. The reactants are: [N+:1]([C:4]1[CH:5]=[CH:6][C:7]([NH:10][CH2:11][CH2:12][N:13]2[CH:17]=[CH:16][CH:15]=[N:14]2)=[N:8][CH:9]=1)([O-:3])=[O:2].[C:18](O[C:18]([O:20][C:21]([CH3:24])([CH3:23])[CH3:22])=[O:19])([O:20][C:21]([CH3:24])([CH3:23])[CH3:22])=[O:19]. (6) Given the product [F:23][C:7]([F:6])([F:22])[C:8]([N:10]1[CH2:15][CH2:14][CH:13]([C:16]2[CH:21]=[CH:20][C:19]([S:2]([Cl:1])(=[O:5])=[O:3])=[CH:18][CH:17]=2)[CH2:12][CH2:11]1)=[O:9], predict the reactants needed to synthesize it. The reactants are: [Cl:1][S:2]([OH:5])(=O)=[O:3].[F:6][C:7]([F:23])([F:22])[C:8]([N:10]1[CH2:15][CH2:14][CH:13]([C:16]2[CH:21]=[CH:20][CH:19]=[CH:18][CH:17]=2)[CH2:12][CH2:11]1)=[O:9]. (7) Given the product [OH:8][CH2:7][CH:4]1[CH2:5][CH2:6][N:1]([C:9]2([CH2:13][C:14]#[N:15])[CH2:12][CH2:11][CH2:10]2)[CH2:2][CH2:3]1, predict the reactants needed to synthesize it. The reactants are: [NH:1]1[CH2:6][CH2:5][CH:4]([CH2:7][OH:8])[CH2:3][CH2:2]1.[C:9]1(=[CH:13][C:14]#[N:15])[CH2:12][CH2:11][CH2:10]1.C1CCN2C(=NCCC2)CC1.